This data is from Reaction yield outcomes from USPTO patents with 853,638 reactions. The task is: Predict the reaction yield, written as a fraction of the theoretical maximum amount of product (1.0 means a 100% yield; for example, 0.34 means a 34% yield). (1) The reactants are [C:1]([C:3]1([NH:6][C:7]([C@@H:9]2[CH2:13][C@@H:12]([S:14]([C:17]3[CH:22]=[CH:21][C:20]([O:23][CH2:24][C:25]([F:28])([F:27])[F:26])=[CH:19][C:18]=3[C:29]([F:32])([F:31])[F:30])(=[O:16])=[O:15])[CH2:11][NH:10]2)=[O:8])[CH2:5][CH2:4]1)#[N:2].[F:33][C:34]([F:42])([F:41])[C:35]1([C:38](O)=[O:39])[CH2:37][CH2:36]1.CN(C(ON1N=NC2C=CC=NC1=2)=[N+](C)C)C.F[P-](F)(F)(F)(F)F.CCN(C(C)C)C(C)C.C(OC(C)=O)(C)C. The catalyst is CN(C=O)C. The product is [C:1]([C:3]1([NH:6][C:7]([C@@H:9]2[CH2:13][C@@H:12]([S:14]([C:17]3[CH:22]=[CH:21][C:20]([O:23][CH2:24][C:25]([F:26])([F:27])[F:28])=[CH:19][C:18]=3[C:29]([F:31])([F:32])[F:30])(=[O:16])=[O:15])[CH2:11][N:10]2[C:38]([C:35]2([C:34]([F:42])([F:41])[F:33])[CH2:37][CH2:36]2)=[O:39])=[O:8])[CH2:5][CH2:4]1)#[N:2]. The yield is 0.510. (2) The reactants are [Cl:1][C:2]1[CH:3]=[C:4]([CH2:13][C@@H:14]([CH2:19][C:20]([O:22][CH3:23])=[O:21])[C:15]([O:17][CH3:18])=[O:16])[C:5]([CH2:11]O)=[C:6]2[C:10]=1[NH:9][N:8]=[CH:7]2.S(Cl)([Cl:26])=O. The catalyst is ClCCl. The product is [Cl:1][C:2]1[CH:3]=[C:4]([CH2:13][C@@H:14]([CH2:19][C:20]([O:22][CH3:23])=[O:21])[C:15]([O:17][CH3:18])=[O:16])[C:5]([CH2:11][Cl:26])=[C:6]2[C:10]=1[NH:9][N:8]=[CH:7]2. The yield is 0.890. (3) The reactants are [CH2:1]1[C:11]2=[C:12]3[C:7](=[CH:8][CH:9]=[CH:10]2)[CH:6]=[CH:5][CH:4]=[C:3]3[CH2:2]1.C(O)(=[O:15])C. The catalyst is O.O.O.O.O.O.[Co](Br)Br.O.O.O.O.C([O-])(=O)C.[Co+2].C([O-])(=O)C.O.O.O.O.C([O-])(=O)C.[Mn+2].C([O-])(=O)C. The product is [C:2]1(=[O:15])[C:3]2=[C:12]3[C:7](=[CH:6][CH:5]=[CH:4]2)[CH:8]=[CH:9][CH:10]=[C:11]3[CH2:1]1. The yield is 0.281. (4) The reactants are [CH2:1]([O:8][C:9]([N:11]1[CH2:16][CH:15]=[C:14]([C:17]2[CH:22]=[C:21]([C:23](C)(C)[O:24][SiH2]C(C)(C)C)[CH:20]=[CH:19][C:18]=2[C:32]([F:35])([F:34])[F:33])[CH2:13][CH2:12]1)=[O:10])[C:2]1[CH:7]=[CH:6][CH:5]=[CH:4][CH:3]=1.B(F)(F)F.CCOCC. The catalyst is C(Cl)Cl. The product is [CH2:1]([O:8][C:9]([N:11]1[CH2:12][CH:13]=[C:14]([C:17]2[CH:22]=[C:21]([CH2:23][OH:24])[CH:20]=[CH:19][C:18]=2[C:32]([F:34])([F:35])[F:33])[CH2:15][CH2:16]1)=[O:10])[C:2]1[CH:7]=[CH:6][CH:5]=[CH:4][CH:3]=1. The yield is 0.260. (5) The reactants are Br[CH2:2][CH2:3][CH2:4][CH2:5][C:6]([CH3:21])([C:15]1[CH:20]=[CH:19][CH:18]=[CH:17][CH:16]=1)[CH2:7][O:8][CH:9]1[CH2:14][CH2:13][CH2:12][CH2:11][O:10]1.[Br:22][CH2:23]CCCCC(C)(C1C=CC=CC=1)CO.O1C=CCCC1. The catalyst is O.C1(C)C=CC(S(O)(=O)=O)=CC=1. The product is [Br:22][CH2:23][CH2:2][CH2:3][CH2:4][CH2:5][C:6]([CH3:21])([C:15]1[CH:20]=[CH:19][CH:18]=[CH:17][CH:16]=1)[CH2:7][O:8][CH:9]1[CH2:14][CH2:13][CH2:12][CH2:11][O:10]1. The yield is 0.760. (6) The reactants are [F:1][C:2]1[CH:7]=[C:6]([F:8])[CH:5]=[CH:4][C:3]=1[CH:9](O)[CH:10]([CH2:14][C:15]1[CH:20]=[CH:19][C:18]([C:21]([F:24])([F:23])[F:22])=[CH:17][CH:16]=1)C(O)=O.C1(P(N=[N+]=[N-])(C2C=CC=CC=2)=[O:33])C=CC=CC=1.C([N:45]([CH2:48]C)CC)C.[OH2:50]. The catalyst is O1CCCC1. The product is [F:1][C:2]1[CH:7]=[C:6]([F:8])[CH:5]=[CH:4][C:3]=1[CH:9]1[O:50][C:48](=[O:33])[NH:45][CH:10]1[CH2:14][C:15]1[CH:16]=[CH:17][C:18]([C:21]([F:23])([F:24])[F:22])=[CH:19][CH:20]=1. The yield is 0.780.